From a dataset of Peptide-MHC class I binding affinity with 185,985 pairs from IEDB/IMGT. Regression. Given a peptide amino acid sequence and an MHC pseudo amino acid sequence, predict their binding affinity value. This is MHC class I binding data. (1) The peptide sequence is ATYGWNLVK. The MHC is HLA-C04:01 with pseudo-sequence HLA-C04:01. The binding affinity (normalized) is 0.213. (2) The peptide sequence is HEFVDEFYAY. The MHC is HLA-B18:01 with pseudo-sequence HLA-B18:01. The binding affinity (normalized) is 0.650.